Dataset: Rat liver microsome stability data. Task: Regression/Classification. Given a drug SMILES string, predict its absorption, distribution, metabolism, or excretion properties. Task type varies by dataset: regression for continuous measurements (e.g., permeability, clearance, half-life) or binary classification for categorical outcomes (e.g., BBB penetration, CYP inhibition). Dataset: rlm. The drug is C=CC(=O)Nc1cccc(Oc2nc(Nc3ccc(N4CCN(C)CC4)cc3)ncc2Cl)c1. The result is 1 (stable in rat liver microsomes).